Dataset: Reaction yield outcomes from USPTO patents with 853,638 reactions. Task: Predict the reaction yield, written as a fraction of the theoretical maximum amount of product (1.0 means a 100% yield; for example, 0.34 means a 34% yield). (1) The reactants are Cl[C:2]1[N:7]=[C:6]([C:8]2[CH:13]=[CH:12][CH:11]=[CH:10][CH:9]=2)[N:5]=[C:4]([C:14]([NH:16][C:17]2[CH:22]=[CH:21][CH:20]=[CH:19][C:18]=2[C:23]2[S:24][C:25]([C:28]3[CH:33]=[CH:32][CH:31]=[CH:30][CH:29]=3)=[N:26][N:27]=2)=[O:15])[CH:3]=1.[CH3:34][N:35]([CH3:39])[CH2:36][CH2:37][NH2:38]. The catalyst is C1COCC1.O. The product is [CH3:34][N:35]([CH3:39])[CH2:36][CH2:37][NH:38][C:2]1[N:7]=[C:6]([C:8]2[CH:13]=[CH:12][CH:11]=[CH:10][CH:9]=2)[N:5]=[C:4]([C:14]([NH:16][C:17]2[CH:22]=[CH:21][CH:20]=[CH:19][C:18]=2[C:23]2[S:24][C:25]([C:28]3[CH:33]=[CH:32][CH:31]=[CH:30][CH:29]=3)=[N:26][N:27]=2)=[O:15])[CH:3]=1. The yield is 0.450. (2) The reactants are [N:1]1[CH:6]=[CH:5][C:4]([C:7]2[CH:12]=[CH:11][C:10]([NH:13]C(=O)OC(C)(C)C)=[C:9]([NH:21][C:22](=O)OC(C)(C)C)[CH:8]=2)=[CH:3][CH:2]=1.C(O)(C(F)(F)F)=O.C([N:43]1[CH2:51][CH2:50][CH2:49][CH:45](C(O)=O)[CH2:44]1)(OC(C)(C)C)=O.C1C=CC2N(O)N=NC=2C=1.CN1CCOCC1.C(Cl)CCl. The catalyst is C(Cl)Cl. The product is [NH:43]1[CH2:51][CH2:50][CH2:49][CH:45]([C:22]2[NH:21][C:9]3[CH:8]=[C:7]([C:4]4[CH:3]=[CH:2][N:1]=[CH:6][CH:5]=4)[CH:12]=[CH:11][C:10]=3[N:13]=2)[CH2:44]1. The yield is 0.560. (3) The reactants are Br[C:2]1[C:3]([F:10])=[C:4]([CH:7]=[CH:8][CH:9]=1)[C:5]#[N:6].CC1(C)C(C)(C)OB([C:19]2[C:28]3[C:23](=CC=C[CH:27]=3)[CH:22]=[N:21][CH:20]=2)O1.C(O)C.C([O-])([O-])=O.[Na+].[Na+]. The catalyst is COCCOC.C1C=CC([P]([Pd]([P](C2C=CC=CC=2)(C2C=CC=CC=2)C2C=CC=CC=2)([P](C2C=CC=CC=2)(C2C=CC=CC=2)C2C=CC=CC=2)[P](C2C=CC=CC=2)(C2C=CC=CC=2)C2C=CC=CC=2)(C2C=CC=CC=2)C2C=CC=CC=2)=CC=1.O. The product is [F:10][C:3]1[C:2]([C:19]2[CH:20]=[N:21][CH:22]=[CH:23][C:28]=2[CH3:27])=[CH:9][CH:8]=[CH:7][C:4]=1[C:5]#[N:6]. The yield is 0.870. (4) The product is [C:1]([O:5][C:6]([N:8]([CH3:34])[C:9]([CH2:21][CH2:22][CH2:23][CH2:24][B:25]1[O:26][C:27]([CH3:33])([CH3:32])[C:28]([CH3:31])([CH3:30])[O:29]1)([CH2:17][CH2:18][CH:19]=[CH2:20])[C:10]([O:12][C:13]([CH3:14])([CH3:15])[CH3:16])=[O:11])=[O:7])([CH3:2])([CH3:3])[CH3:4]. The reactants are [C:1]([O:5][C:6]([NH:8][C:9]([CH2:21][CH2:22][CH2:23][CH2:24][B:25]1[O:29][C:28]([CH3:31])([CH3:30])[C:27]([CH3:33])([CH3:32])[O:26]1)([CH2:17][CH2:18][CH:19]=[CH2:20])[C:10]([O:12][C:13]([CH3:16])([CH3:15])[CH3:14])=[O:11])=[O:7])([CH3:4])([CH3:3])[CH3:2].[CH2:34]1COCC1.C[Si]([N-][Si](C)(C)C)(C)C.[Na+].IC. The catalyst is C(OCC)C. The yield is 0.910. (5) The reactants are [CH:1]1([C:4]2[CH:5]=[C:6]([OH:17])[CH:7]=[C:8]3[C:13]=2[C:12](=[O:14])[CH2:11][CH2:10][C:9]3([CH3:16])[CH3:15])[CH2:3][CH2:2]1.[F:18][C:19]([F:39])([F:38])[S:20](N(C1C=CC(Cl)=CN=1)[S:20]([C:19]([F:39])([F:38])[F:18])(=[O:22])=[O:21])(=[O:22])=[O:21].C(OCC)(=O)C. The catalyst is CN(C)C1C=CN=CC=1.ClCCl.CCCCCC. The product is [CH:1]1([C:4]2[C:13]3[C:12](=[O:14])[CH2:11][CH2:10][C:9]([CH3:15])([CH3:16])[C:8]=3[CH:7]=[C:6]([O:17][S:20]([C:19]([F:39])([F:38])[F:18])(=[O:22])=[O:21])[CH:5]=2)[CH2:3][CH2:2]1. The yield is 1.00. (6) The reactants are [NH2:1][C:2]1[CH:3]=[C:4]([CH:8]=[CH:9][CH:10]=1)[C:5]([OH:7])=[O:6].[OH-].[Na+].[C:13](Cl)(=[O:20])[C:14]1[CH:19]=[CH:18][CH:17]=[CH:16][CH:15]=1.Cl. The catalyst is O. The product is [C:13]([NH:1][C:2]1[CH:3]=[C:4]([CH:8]=[CH:9][CH:10]=1)[C:5]([OH:7])=[O:6])(=[O:20])[C:14]1[CH:19]=[CH:18][CH:17]=[CH:16][CH:15]=1. The yield is 0.800. (7) The reactants are I[C:2]1[CH:7]=[CH:6][C:5]([C:8]2[N:9]([C:18]3[CH:19]=[CH:20][C:21]([CH3:24])=[N:22][CH:23]=3)[CH:10]=[C:11]([C:13]3[S:17][CH:16]=[N:15][CH:14]=3)[N:12]=2)=[CH:4][CH:3]=1.[NH2:25][C:26]1[C:31]([N+:32]([O-:34])=[O:33])=[CH:30][CH:29]=[CH:28][N:27]=1.C([O-])([O-])=O.[Cs+].[Cs+]. The catalyst is C1C=CC(/C=C/C(/C=C/C2C=CC=CC=2)=O)=CC=1.C1C=CC(/C=C/C(/C=C/C2C=CC=CC=2)=O)=CC=1.C1C=CC(/C=C/C(/C=C/C2C=CC=CC=2)=O)=CC=1.[Pd].[Pd].C1(P(C2C=CC=CC=2)C2C3OC4C(=CC=CC=4P(C4C=CC=CC=4)C4C=CC=CC=4)C(C)(C)C=3C=CC=2)C=CC=CC=1.O1CCOCC1. The product is [CH3:24][C:21]1[N:22]=[CH:23][C:18]([N:9]2[CH:10]=[C:11]([C:13]3[S:17][CH:16]=[N:15][CH:14]=3)[N:12]=[C:8]2[C:5]2[CH:6]=[CH:7][C:2]([NH:25][C:26]3[C:31]([N+:32]([O-:34])=[O:33])=[CH:30][CH:29]=[CH:28][N:27]=3)=[CH:3][CH:4]=2)=[CH:19][CH:20]=1. The yield is 0.520.